Dataset: Reaction yield outcomes from USPTO patents with 853,638 reactions. Task: Predict the reaction yield, written as a fraction of the theoretical maximum amount of product (1.0 means a 100% yield; for example, 0.34 means a 34% yield). (1) The reactants are P(Cl)(Cl)(Cl)(Cl)Cl.[CH2:7]([C:14]1[S:18][C:17]([S:19]([OH:22])(=O)=[O:20])=[CH:16][CH:15]=1)[C:8]1[CH:13]=[CH:12][CH:11]=[CH:10][CH:9]=1.P(Cl)(Cl)([Cl:25])=O. No catalyst specified. The product is [CH2:7]([C:14]1[S:18][C:17]([S:19]([Cl:25])(=[O:22])=[O:20])=[CH:16][CH:15]=1)[C:8]1[CH:13]=[CH:12][CH:11]=[CH:10][CH:9]=1. The yield is 0.390. (2) The reactants are [O:1]=[C:2]([C:51]1[CH:56]=[CH:55][CH:54]=[CH:53][CH:52]=1)[C:3]([NH:5][C:6]1[CH:11]=[CH:10][CH:9]=[C:8]([C:12]2[C:20]3[C:15](=[CH:16][CH:17]=[C:18]([C:21]4[N:25]=[CH:24][N:23](C(C5C=CC=CC=5)(C5C=CC=CC=5)C5C=CC=CC=5)[N:22]=4)[CH:19]=3)[N:14](C3CCCCO3)[N:13]=2)[CH:7]=1)=[O:4]. The catalyst is Cl.O1CCOCC1. The product is [NH:23]1[CH:24]=[N:25][C:21]([C:18]2[CH:19]=[C:20]3[C:15](=[CH:16][CH:17]=2)[NH:14][N:13]=[C:12]3[C:8]2[CH:7]=[C:6]([NH:5][C:3](=[O:4])[C:2](=[O:1])[C:51]3[CH:52]=[CH:53][CH:54]=[CH:55][CH:56]=3)[CH:11]=[CH:10][CH:9]=2)=[N:22]1. The yield is 0.140. (3) The catalyst is O1CCCC1.O. The reactants are Br[CH2:2][C:3]1[CH:4]=[C:5]([NH:9][C:10]2[N:15]=[C:14]([NH:16][CH2:17][CH2:18][C:19]3[CH:20]=[C:21]([OH:25])[CH:22]=[CH:23][CH:24]=3)[C:13]([Cl:26])=[CH:12][N:11]=2)[CH:6]=[CH:7][CH:8]=1.[OH-].[Na+].Cl. The product is [Cl:26][C:13]1[CH:12]=[N:11][C:10]2=[N:15][C:14]=1[NH:16][CH2:17][CH2:18][C:19]1[CH:20]=[C:21]([O:25][CH2:2][C:3]3[CH:4]=[C:5]([NH:9]2)[CH:6]=[CH:7][CH:8]=3)[CH:22]=[CH:23][CH:24]=1. The yield is 0.650. (4) The reactants are [CH2:1]([O:3][C:4]([C:6]1[C:7]([CH3:19])=[C:8]([C:12](OC(C)(C)C)=[O:13])[NH:9][C:10]=1[CH3:11])=[O:5])[CH3:2].C(OCC)(OCC)OCC. The catalyst is FC(F)(F)C(O)=O. The product is [CH2:1]([O:3][C:4]([C:6]1[C:7]([CH3:19])=[C:8]([CH:12]=[O:13])[NH:9][C:10]=1[CH3:11])=[O:5])[CH3:2]. The yield is 0.639.